This data is from Reaction yield outcomes from USPTO patents with 853,638 reactions. The task is: Predict the reaction yield, written as a fraction of the theoretical maximum amount of product (1.0 means a 100% yield; for example, 0.34 means a 34% yield). (1) The reactants are [CH3:1][C:2]1[CH:7]=[CH:6][N:5]=[CH:4][C:3]=1[N:8]1[CH2:12][CH2:11][NH:10][C:9]1=[O:13].Br[C:15]1[CH:20]=[CH:19][N:18]=[C:17]([CH3:21])[CH:16]=1.N[C@@H]1CCCC[C@H]1N.P([O-])([O-])([O-])=O.[K+].[K+].[K+]. The catalyst is [Cu](I)I.O1CCOCC1. The product is [CH3:1][C:2]1[CH:7]=[CH:6][N:5]=[CH:4][C:3]=1[N:8]1[CH2:12][CH2:11][N:10]([C:15]2[CH:20]=[CH:19][N:18]=[C:17]([CH3:21])[CH:16]=2)[C:9]1=[O:13]. The yield is 0.880. (2) The reactants are [NH:1]1[CH:5]=[CH:4][N:3]=[CH:2]1.[N+:6]([C:9]1[CH:16]=[CH:15][C:12]([CH2:13]Br)=[CH:11][CH:10]=1)([O-:8])=[O:7].C([O-])([O-])=O.[K+].[K+].O. The catalyst is C(#N)C.CCOC(C)=O. The product is [NH:1]1[CH:5]=[CH:4][N:3]=[C:2]1[CH2:13][C:12]1[CH:15]=[CH:16][C:9]([N+:6]([O-:8])=[O:7])=[CH:10][CH:11]=1. The yield is 0.910. (3) The reactants are [Cl:1][C:2]1[S:6][C:5]([C:7]([NH:9][C@H:10]([CH2:18][N:19]2C(=O)C3C(=CC=CC=3)C2=O)[CH2:11][CH:12]2[CH2:17][CH2:16][CH2:15][CH2:14][CH2:13]2)=[O:8])=[CH:4][C:3]=1[C:30]1[N:34]([CH3:35])[N:33]=[CH:32][C:31]=1[Cl:36].NN. The catalyst is O1CCCC1.CO. The product is [NH2:19][CH2:18][C@@H:10]([NH:9][C:7]([C:5]1[S:6][C:2]([Cl:1])=[C:3]([C:30]2[N:34]([CH3:35])[N:33]=[CH:32][C:31]=2[Cl:36])[CH:4]=1)=[O:8])[CH2:11][CH:12]1[CH2:13][CH2:14][CH2:15][CH2:16][CH2:17]1. The yield is 0.700.